Dataset: Reaction yield outcomes from USPTO patents with 853,638 reactions. Task: Predict the reaction yield, written as a fraction of the theoretical maximum amount of product (1.0 means a 100% yield; for example, 0.34 means a 34% yield). (1) The reactants are [F:1][C:2]1[CH:7]=[C:6](I)[CH:5]=[CH:4][C:3]=1[N:9]1[CH:14]=[C:13]([O:15][CH3:16])[C:12](=[O:17])[C:11]([C:18]2[N:22]([C:23]3[CH:28]=[CH:27][CH:26]=[CH:25][CH:24]=3)[N:21]=[CH:20][CH:19]=2)=[N:10]1.[NH:29]1[CH2:33][CH2:32][CH2:31][C:30]1=[O:34].N[C@@H]1CCCC[C@H]1N.[O-]P([O-])([O-])=O.[K+].[K+].[K+]. The catalyst is O1CCOCC1.[Cu]I.O. The product is [F:1][C:2]1[CH:7]=[C:6]([N:29]2[CH2:33][CH2:32][CH2:31][C:30]2=[O:34])[CH:5]=[CH:4][C:3]=1[N:9]1[CH:14]=[C:13]([O:15][CH3:16])[C:12](=[O:17])[C:11]([C:18]2[N:22]([C:23]3[CH:28]=[CH:27][CH:26]=[CH:25][CH:24]=3)[N:21]=[CH:20][CH:19]=2)=[N:10]1. The yield is 0.330. (2) The reactants are [NH2:1][C:2]1[C:7]([O:8][CH3:9])=[C:6]([C:10]([O:12]C)=[O:11])[N:5]=[C:4]([C:14]2[CH:15]=[N:16][C:17]([CH:20]3[CH2:22][CH2:21]3)=[CH:18][CH:19]=2)[C:3]=1[F:23].O.O.[OH-].[Li+]. The catalyst is C1COCC1.CO. The product is [NH2:1][C:2]1[C:7]([O:8][CH3:9])=[C:6]([C:10]([OH:12])=[O:11])[N:5]=[C:4]([C:14]2[CH:15]=[N:16][C:17]([CH:20]3[CH2:21][CH2:22]3)=[CH:18][CH:19]=2)[C:3]=1[F:23]. The yield is 0.523. (3) The reactants are [NH2:1][C:2]1[CH:3]=[C:4]([NH:8][C:9](=[O:15])[O:10][C:11]([CH3:14])([CH3:13])[CH3:12])[CH:5]=[CH:6][CH:7]=1.C([O-])([O-])=O.[K+].[K+].[Na+].[I-].[CH2:24]([O:27][CH2:28][CH2:29]Cl)[CH2:25]Cl. The catalyst is CN(C=O)C.O. The product is [O:27]1[CH2:28][CH2:29][N:1]([C:2]2[CH:3]=[C:4]([NH:8][C:9](=[O:15])[O:10][C:11]([CH3:12])([CH3:14])[CH3:13])[CH:5]=[CH:6][CH:7]=2)[CH2:25][CH2:24]1. The yield is 0.580. (4) The reactants are Cl[C:2]1[CH:10]=[CH:9][C:5]([C:6]([OH:8])=O)=[C:4]([O:11][CH2:12]C(=O)C(=O)C)[CH:3]=1.[CH3:18][C:19]([O-:21])=O.[Na+].[CH3:23]C(O)=O. The catalyst is CC(OC(C)=O)=O.O. The product is [C:19]([O:8][C:6]1[C:5]2[CH:9]=[CH:10][C:2]([CH3:23])=[CH:3][C:4]=2[O:11][CH:12]=1)(=[O:21])[CH3:18]. The yield is 0.850. (5) The reactants are [H-].[Na+].[OH:3]/[N:4]=[C:5](/[C:11]1[CH:16]=[CH:15][C:14]([O:17][C:18]2[CH:23]=[CH:22][CH:21]=[CH:20][CH:19]=2)=[CH:13][CH:12]=1)\[C:6]([O:8]CC)=[O:7].Cl[CH2:25][C:26]1[CH:45]=[CH:44][C:29]([O:30][CH2:31][C:32]2[N:33]=[C:34]([C:38]3[CH:43]=[CH:42][CH:41]=[CH:40][CH:39]=3)[O:35][C:36]=2[CH3:37])=[CH:28][CH:27]=1.Cl.C(=O)(O)[O-].[Na+]. The catalyst is CN(C)C=O. The product is [CH3:37][C:36]1[O:35][C:34]([C:38]2[CH:39]=[CH:40][CH:41]=[CH:42][CH:43]=2)=[N:33][C:32]=1[CH2:31][O:30][C:29]1[CH:28]=[CH:27][C:26]([CH2:25][O:3]/[N:4]=[C:5](/[C:11]2[CH:12]=[CH:13][C:14]([O:17][C:18]3[CH:19]=[CH:20][CH:21]=[CH:22][CH:23]=3)=[CH:15][CH:16]=2)\[C:6]([OH:8])=[O:7])=[CH:45][CH:44]=1. The yield is 0.890. (6) The reactants are C([O:3][C:4]([C:6]1([NH:16][C:17](=[O:31])[C:18]2[CH:23]=[C:22]([Cl:24])[CH:21]=[C:20]([CH3:25])[C:19]=2[O:26][CH:27]2[CH2:30][CH2:29][CH2:28]2)[CH2:14][C:13]2[C:8](=[CH:9][CH:10]=[C:11]([F:15])[CH:12]=2)[CH2:7]1)=[O:5])C.O1CCOCC1.CO.[Li+].[OH-]. The catalyst is CO.C(Cl)Cl.O. The product is [Cl:24][C:22]1[CH:21]=[C:20]([CH3:25])[C:19]([O:26][CH:27]2[CH2:30][CH2:29][CH2:28]2)=[C:18]([CH:23]=1)[C:17]([NH:16][C:6]1([C:4]([OH:5])=[O:3])[CH2:14][C:13]2[C:8](=[CH:9][CH:10]=[C:11]([F:15])[CH:12]=2)[CH2:7]1)=[O:31]. The yield is 0.980. (7) The reactants are [CH3:1][N:2]([S:20]([C:23]1[S:24][CH:25]=[CH:26][CH:27]=1)(=[O:22])=[O:21])[C:3]1[CH:4]=[C:5]([O:15][C:16]([F:19])([F:18])[F:17])[CH:6]=[C:7]2[C:11]=1[NH:10][C:9]([C:12](O)=[O:13])=[CH:8]2.[N:28]1(O)C2C=CC=CC=2N=N1.Cl.CN(C)CCCN=C=NCC.N. The catalyst is O.CN(C)C=O. The product is [CH3:1][N:2]([S:20]([C:23]1[S:24][CH:25]=[CH:26][CH:27]=1)(=[O:21])=[O:22])[C:3]1[CH:4]=[C:5]([O:15][C:16]([F:19])([F:18])[F:17])[CH:6]=[C:7]2[C:11]=1[NH:10][C:9]([C:12]([NH2:28])=[O:13])=[CH:8]2. The yield is 0.790.